Dataset: Reaction yield outcomes from USPTO patents with 853,638 reactions. Task: Predict the reaction yield, written as a fraction of the theoretical maximum amount of product (1.0 means a 100% yield; for example, 0.34 means a 34% yield). The reactants are Cl[C:2]1[C:7]([NH:8][C:9](=[O:17])[C:10]2[CH:15]=[CH:14][CH:13]=[CH:12][C:11]=2[OH:16])=[CH:6][CH:5]=[C:4]([C:18]([F:21])([F:20])[F:19])[N:3]=1.C[O-].[Na+]. The catalyst is O. The product is [F:19][C:18]([F:21])([F:20])[C:4]1[CH:5]=[CH:6][C:7]2[NH:8][C:9](=[O:17])[C:10]3[CH:15]=[CH:14][CH:13]=[CH:12][C:11]=3[O:16][C:2]=2[N:3]=1. The yield is 0.550.